Dataset: Full USPTO retrosynthesis dataset with 1.9M reactions from patents (1976-2016). Task: Predict the reactants needed to synthesize the given product. Given the product [CH:11]1([CH:10]=[CH:9][C:7]2[NH:6][C:5]3[CH:17]=[CH:18][C:2]([C:23]4[CH:24]=[CH:25][CH:26]=[CH:27][C:22]=4[O:21][C:20]([F:19])([F:32])[F:31])=[CH:3][C:4]=3[N:8]=2)[CH2:16][CH2:15][CH2:14][CH2:13][CH2:12]1, predict the reactants needed to synthesize it. The reactants are: Br[C:2]1[CH:18]=[CH:17][C:5]2[NH:6][C:7]([CH:9]=[CH:10][CH:11]3[CH2:16][CH2:15][CH2:14][CH2:13][CH2:12]3)=[N:8][C:4]=2[CH:3]=1.[F:19][C:20]([F:32])([F:31])[O:21][C:22]1[CH:27]=[CH:26][CH:25]=[CH:24][C:23]=1B(O)O.C(=O)([O-])[O-].[Na+].[Na+].C(OCC)(=O)C.